Task: Predict the product of the given reaction.. Dataset: Forward reaction prediction with 1.9M reactions from USPTO patents (1976-2016) (1) Given the reactants [C:1]([O:5][C:6]([N:8]1[CH2:21][CH:20]([CH3:22])[N:11]2[C:12]3[C:13](Br)=[CH:14][CH:15]=[CH:16][C:17]=3[CH:18]=[C:10]2[CH2:9]1)=[O:7])([CH3:4])([CH3:3])[CH3:2].[Cu][C:24]#[N:25], predict the reaction product. The product is: [C:1]([O:5][C:6]([N:8]1[CH2:21][CH:20]([CH3:22])[N:11]2[C:12]3[C:13]([C:24]#[N:25])=[CH:14][CH:15]=[CH:16][C:17]=3[CH:18]=[C:10]2[CH2:9]1)=[O:7])([CH3:4])([CH3:3])[CH3:2]. (2) Given the reactants [CH:1](=O)[C:2]1C=CC=CC=1.[Cl:9][C:10]1[CH:17]=[CH:16][CH:15]=[CH:14][C:11]=1[CH:12]=[O:13], predict the reaction product. The product is: [Cl:9][C:10]1[CH:17]=[CH:16][CH:15]=[CH:14][C:11]=1[CH:12]([OH:13])[CH2:1][CH3:2].